From a dataset of Reaction yield outcomes from USPTO patents with 853,638 reactions. Predict the reaction yield, written as a fraction of the theoretical maximum amount of product (1.0 means a 100% yield; for example, 0.34 means a 34% yield). The reactants are [CH2:1]([O:3][C:4]([CH2:6][CH:7]([CH2:11][CH2:12][O:13][C:14]1[C:19]([F:20])=[C:18]([F:21])[C:17]([F:22])=[C:16]([F:23])[C:15]=1[F:24])[C:8]([OH:10])=O)=[O:5])[CH3:2].Cl.[NH2:26][C@@H:27]([CH2:32][C:33]1[CH:42]=[CH:41][C:40]2[C:35](=[CH:36][CH:37]=[CH:38][CH:39]=2)[CH:34]=1)[C:28]([NH:30][CH3:31])=[O:29].C1C=CC2N(O)N=NC=2C=1.CN1CCOCC1.C(Cl)CCl. The catalyst is C(Cl)Cl. The product is [CH3:31][NH:30][C:28]([C@@H:27]([NH:26][C:8]([CH:7]([CH2:11][CH2:12][O:13][C:14]1[C:19]([F:20])=[C:18]([F:21])[C:17]([F:22])=[C:16]([F:23])[C:15]=1[F:24])[CH2:6][C:4]([O:3][CH2:1][CH3:2])=[O:5])=[O:10])[CH2:32][C:33]1[CH:42]=[CH:41][C:40]2[C:35](=[CH:36][CH:37]=[CH:38][CH:39]=2)[CH:34]=1)=[O:29]. The yield is 0.810.